From a dataset of Catalyst prediction with 721,799 reactions and 888 catalyst types from USPTO. Predict which catalyst facilitates the given reaction. Reactant: [C:1]([O:4][C@H:5]1[CH2:22][CH2:21][C@@:20]2([CH3:23])[C@@H:7]([CH2:8][CH2:9][C@:10]3([CH3:34])[C@@H:19]2[CH2:18][CH2:17][C@H:16]2[C@@:11]3([CH3:33])[CH2:12][CH2:13][C@@:14]3([C:30](O)=[O:31])[CH2:26][CH2:25][C@@H:24]([C:27]([CH3:29])=[CH2:28])[C@@H:15]32)[C:6]1([CH3:36])[CH3:35])(=[O:3])[CH3:2].O1C=CC=C1Cl.[N:43]1[CH:48]=[CH:47][CH:46]=[C:45]([C:49]2[N:53]=[C:52]([C@@H:54]3[CH2:58][CH2:57][CH2:56][NH:55]3)[O:51][N:50]=2)[CH:44]=1. Product: [C:1]([O:4][C@H:5]1[CH2:22][CH2:21][C@@:20]2([CH3:23])[C@@H:7]([CH2:8][CH2:9][C@:10]3([CH3:34])[C@@H:19]2[CH2:18][CH2:17][C@H:16]2[C@@:11]3([CH3:33])[CH2:12][CH2:13][C@@:14]3([C:30]([N:55]4[CH2:56][CH2:57][CH2:58][C@@H:54]4[C:52]4[O:51][N:50]=[C:49]([C:45]5[CH:44]=[N:43][CH:48]=[CH:47][CH:46]=5)[N:53]=4)=[O:31])[CH2:26][CH2:25][C@@H:24]([C:27]([CH3:29])=[CH2:28])[C@@H:15]32)[C:6]1([CH3:36])[CH3:35])(=[O:3])[CH3:2]. The catalyst class is: 2.